From a dataset of Full USPTO retrosynthesis dataset with 1.9M reactions from patents (1976-2016). Predict the reactants needed to synthesize the given product. (1) Given the product [Cl:5][C:6]1[CH:19]=[CH:18][C:9]([CH2:10][C:11]2[CH:12]=[C:13]([CH:16]=[C:26]3[S:20][C:21](=[S:22])[NH:23][C:24]3=[O:25])[S:14][CH:15]=2)=[CH:8][CH:7]=1, predict the reactants needed to synthesize it. The reactants are: C(O)(=O)C.[Cl:5][C:6]1[CH:19]=[CH:18][C:9]([CH2:10][C:11]2[CH:12]=[C:13]([CH:16]=O)[S:14][CH:15]=2)=[CH:8][CH:7]=1.[S:20]1[CH2:26][C:24](=[O:25])[NH:23][C:21]1=[S:22].C([O-])(=O)C.[Na+]. (2) Given the product [C:19]([O:23][C:24](=[O:28])[C@@H:25]([NH:26][CH:14]1[CH2:15][CH2:16][N:11]([C:1]([O:3][CH2:4][C:5]2[CH:10]=[CH:9][CH:8]=[CH:7][CH:6]=2)=[O:2])[CH2:12][CH2:13]1)[CH3:27])([CH3:22])([CH3:21])[CH3:20], predict the reactants needed to synthesize it. The reactants are: [C:1]([N:11]1[CH2:16][CH2:15][C:14](=O)[CH2:13][CH2:12]1)([O:3][CH2:4][C:5]1[CH:10]=[CH:9][CH:8]=[CH:7][CH:6]=1)=[O:2].Cl.[C:19]([O:23][C:24](=[O:28])[C@H:25]([CH3:27])[NH2:26])([CH3:22])([CH3:21])[CH3:20].C(O[BH-](OC(=O)C)OC(=O)C)(=O)C.[Na+]. (3) Given the product [CH3:28][C:26]1[NH:25][N:24]=[C:23]([NH:22][C:12]2[N:11]=[C:10]([O:8][C:3]3[CH:4]=[CH:5][CH:6]=[CH:7][C:2]=3[CH3:1])[C:19]3[C:14]([CH:13]=2)=[CH:15][C:16]([O:20][CH3:21])=[CH:17][CH:18]=3)[CH:27]=1, predict the reactants needed to synthesize it. The reactants are: [CH3:1][C:2]1[CH:7]=[CH:6][CH:5]=[CH:4][C:3]=1[OH:8].Cl[C:10]1[C:19]2[C:14](=[CH:15][C:16]([O:20][CH3:21])=[CH:17][CH:18]=2)[CH:13]=[C:12]([NH:22][C:23]2[CH:27]=[C:26]([CH3:28])[NH:25][N:24]=2)[N:11]=1. (4) Given the product [F:1][C:2]1[C:31]([F:32])=[CH:30][CH:29]=[CH:28][C:3]=1[CH2:4][N:5]1[C:9]2=[N:10][C:11]([CH3:15])=[C:12]([F:14])[CH:13]=[C:8]2[C:7]([C:16]2[N:17]=[N:18][C:19]3[C:24]([CH3:26])([CH3:25])[C:23](=[O:27])[N-:22][C:20]=3[N:21]=2)=[N:6]1.[Na+:34], predict the reactants needed to synthesize it. The reactants are: [F:1][C:2]1[C:31]([F:32])=[CH:30][CH:29]=[CH:28][C:3]=1[CH2:4][N:5]1[C:9]2=[N:10][C:11]([CH3:15])=[C:12]([F:14])[CH:13]=[C:8]2[C:7]([C:16]2[N:17]=[N:18][C:19]3[C:24]([CH3:26])([CH3:25])[C:23](=[O:27])[NH:22][C:20]=3[N:21]=2)=[N:6]1.[OH-].[Na+:34]. (5) Given the product [Cl:19][C:6]1[CH:5]=[C:4]([C:9]2[CH:14]=[CH:13][C:12]([O:15][CH3:16])=[CH:11][CH:10]=2)[N:3]=[C:2]([NH2:1])[N:7]=1, predict the reactants needed to synthesize it. The reactants are: [NH2:1][C:2]1[N:7]=[C:6](O)[CH:5]=[C:4]([C:9]2[CH:14]=[CH:13][C:12]([O:15][CH3:16])=[CH:11][CH:10]=2)[N:3]=1.P(Cl)(Cl)([Cl:19])=O. (6) Given the product [F:10][C:4]1[CH:3]=[C:2](/[CH:13]=[CH:12]/[C:11]([O:15][CH3:16])=[O:14])[CH:9]=[CH:8][C:5]=1[CH:6]=[O:7], predict the reactants needed to synthesize it. The reactants are: Br[C:2]1[CH:9]=[CH:8][C:5]([CH:6]=[O:7])=[C:4]([F:10])[CH:3]=1.[C:11]([O:15][CH3:16])(=[O:14])[CH:12]=[CH2:13].C1(C)C=CC=CC=1P(C1C=CC=CC=1C)C1C=CC=CC=1C.C(N(CC)CC)C. (7) The reactants are: CC1C=CC=C(C)N=1.I([O-])(=O)(=O)=[O:10].[Na+].[CH3:15][C:16]([S:26]([CH3:29])(=[O:28])=[O:27])([CH2:22][CH2:23][CH:24]=C)[C:17]([O:19][CH2:20][CH3:21])=[O:18]. Given the product [CH3:15][C:16]([S:26]([CH3:29])(=[O:28])=[O:27])([CH2:22][CH2:23][CH:24]=[O:10])[C:17]([O:19][CH2:20][CH3:21])=[O:18], predict the reactants needed to synthesize it.